Dataset: Full USPTO retrosynthesis dataset with 1.9M reactions from patents (1976-2016). Task: Predict the reactants needed to synthesize the given product. (1) Given the product [Br:32][C:33]1[CH:34]=[C:35]2[C:40](=[CH:41][CH:42]=1)[N:39]=[CH:38][CH:37]=[C:36]2[C:5]1[CH:6]=[CH:7][C:2]([CH3:1])=[CH:3][CH:4]=1, predict the reactants needed to synthesize it. The reactants are: [CH3:1][C:2]1[CH:7]=[CH:6][C:5](Br)=[CH:4][CH:3]=1.B1(B2OC(C)(C)C(C)(C)O2)OC(C)(C)C(C)(C)O1.C([O-])(=O)C.[K+].[Br:32][C:33]1[CH:34]=[C:35]2[C:40](=[CH:41][CH:42]=1)[N:39]=[CH:38][CH:37]=[C:36]2I.C([O-])([O-])=O.[K+].[K+]. (2) The reactants are: [S:1]1[C:5]2[CH:6]=[CH:7][CH:8]=[CH:9][C:4]=2[C:3]([C:10]2[CH:15]=[C:14]([C:16]3[C:20]4[CH:21]=[CH:22][CH:23]=[CH:24][C:19]=4[S:18][CH:17]=3)[CH:13]=[CH:12][C:11]=2[OH:25])=[CH:2]1.C(Cl)Cl.C(N(CC)CC)C.[C:36](Cl)(=[O:39])[CH:37]=[CH2:38]. Given the product [C:36]([O:25][C:11]1[CH:12]=[CH:13][C:14]([C:16]2[C:20]3[CH:21]=[CH:22][CH:23]=[CH:24][C:19]=3[S:18][CH:17]=2)=[CH:15][C:10]=1[C:3]1[C:4]2[CH:9]=[CH:8][CH:7]=[CH:6][C:5]=2[S:1][CH:2]=1)(=[O:39])[CH:37]=[CH2:38], predict the reactants needed to synthesize it.